Task: Predict the reactants needed to synthesize the given product.. Dataset: Full USPTO retrosynthesis dataset with 1.9M reactions from patents (1976-2016) (1) Given the product [F:1][C:2]([F:12])([F:13])[C:3]1[CH:4]=[CH:5][C:6]([C:9](=[O:11])[CH:10]=[CH:18][C:17]2[CH:20]=[CH:21][C:22]([OH:23])=[C:15]([CH3:14])[CH:16]=2)=[CH:7][CH:8]=1, predict the reactants needed to synthesize it. The reactants are: [F:1][C:2]([F:13])([F:12])[C:3]1[CH:8]=[CH:7][C:6]([C:9](=[O:11])[CH3:10])=[CH:5][CH:4]=1.[CH3:14][C:15]1[CH:16]=[C:17]([CH:20]=[CH:21][C:22]=1[OH:23])[CH:18]=O. (2) Given the product [Cl:31][C:28]1[CH:29]=[CH:30][C:25]([CH2:24][CH2:23][O:22][C:20](=[O:21])[NH:19][C:16]2[CH:17]=[CH:18][C:13]([CH:10]3[CH2:11][CH2:12][NH:8][CH2:9]3)=[CH:14][CH:15]=2)=[CH:26][CH:27]=1, predict the reactants needed to synthesize it. The reactants are: C(OC([N:8]1[CH2:12][CH2:11][CH:10]([C:13]2[CH:18]=[CH:17][C:16]([NH:19][C:20]([O:22][CH2:23][CH2:24][C:25]3[CH:30]=[CH:29][C:28]([Cl:31])=[CH:27][CH:26]=3)=[O:21])=[CH:15][CH:14]=2)[CH2:9]1)=O)(C)(C)C.Cl.[OH-].[Na+]. (3) Given the product [CH3:8][O:9][CH2:10][CH2:11][N:12]1[CH:6]([C:2]2[S:1][CH:5]=[CH:4][CH:3]=2)[CH:14]([C:13]([NH:35][C:34]2[CH:33]=[CH:32][C:31]([C:26]3[N:25]=[CH:30][CH:29]=[CH:28][N:27]=3)=[CH:37][CH:36]=2)=[O:24])[C:15]2[C:16](=[CH:20][CH:21]=[CH:22][CH:23]=2)[C:17]1=[O:19], predict the reactants needed to synthesize it. The reactants are: [S:1]1[CH:5]=[CH:4][CH:3]=[C:2]1[CH:6]=O.[CH3:8][O:9][CH2:10][CH2:11][NH2:12].[C:13]1(=[O:24])[O:19][C:17](=O)[C:16]2=[CH:20][CH:21]=[CH:22][CH:23]=[C:15]2[CH2:14]1.[N:25]1[CH:30]=[CH:29][CH:28]=[N:27][C:26]=1[C:31]1[CH:37]=[CH:36][C:34]([NH2:35])=[CH:33][CH:32]=1. (4) Given the product [CH3:27][N:13]1[CH2:12][C:6]2[CH:7]=[N:8][C:9]3[CH:10]=[CH:11][C:2]([C:42]4[CH:43]=[CH:44][C:45]([NH:48][C:49](=[O:51])[CH3:50])=[N:46][CH:47]=4)=[N:3][C:4]=3[C:5]=2[N:15]([C:16]2[CH:21]=[CH:20][CH:19]=[C:18]([C:22]([F:25])([F:24])[F:23])[CH:17]=2)[C:14]1=[O:26], predict the reactants needed to synthesize it. The reactants are: Cl[C:2]1[CH:11]=[CH:10][C:9]2[N:8]=[CH:7][C:6]3[CH2:12][N:13]([CH3:27])[C:14](=[O:26])[N:15]([C:16]4[CH:21]=[CH:20][CH:19]=[C:18]([C:22]([F:25])([F:24])[F:23])[CH:17]=4)[C:5]=3[C:4]=2[N:3]=1.C(=O)([O-])[O-].[Na+].[Na+].CC1(C)C(C)(C)OB([C:42]2[CH:43]=[CH:44][C:45]([NH:48][C:49](=[O:51])[CH3:50])=[N:46][CH:47]=2)O1. (5) Given the product [Cl:25][C:26]1[CH:31]=[CH:30][C:29]([C@H:32]2[N:39]3[C:35]([S:36][C:37]([C:43]([C:8]4[N:7]([CH2:6][O:5][CH2:4][CH2:3][Si:2]([CH3:13])([CH3:12])[CH3:1])[CH:11]=[CH:10][N:9]=4)=[O:44])=[C:38]3[CH:40]([CH3:42])[CH3:41])=[N:34][C@:33]2([C:49]2[CH:50]=[CH:51][C:52]([Cl:55])=[CH:53][CH:54]=2)[CH3:48])=[CH:28][CH:27]=1, predict the reactants needed to synthesize it. The reactants are: [CH3:1][Si:2]([CH3:13])([CH3:12])[CH2:3][CH2:4][O:5][CH2:6][N:7]1[CH:11]=[CH:10][N:9]=[CH:8]1.C([Li])CCC.CCCCCC.[Cl:25][C:26]1[CH:31]=[CH:30][C:29]([C@H:32]2[N:39]3[C:35]([S:36][C:37]([C:43](OCC)=[O:44])=[C:38]3[CH:40]([CH3:42])[CH3:41])=[N:34][C@:33]2([C:49]2[CH:54]=[CH:53][C:52]([Cl:55])=[CH:51][CH:50]=2)[CH3:48])=[CH:28][CH:27]=1.[Cl-].[NH4+].